Dataset: Full USPTO retrosynthesis dataset with 1.9M reactions from patents (1976-2016). Task: Predict the reactants needed to synthesize the given product. The reactants are: [OH:1][C:2]1[CH:7]=[CH:6][C:5]([S:8][CH2:9][CH2:10][CH2:11][C:12]([OH:14])=O)=[CH:4][CH:3]=1.[CH3:15][O:16][C:17]1[CH:32]=[CH:31][CH:30]=[CH:29][C:18]=1[CH2:19][NH:20][CH2:21][CH2:22][N:23]1[CH2:28][CH2:27][O:26][CH2:25][CH2:24]1. Given the product [OH:1][C:2]1[CH:3]=[CH:4][C:5]([S:8][CH2:9][CH2:10][CH2:11][C:12]([N:20]([CH2:19][C:18]2[CH:29]=[CH:30][CH:31]=[CH:32][C:17]=2[O:16][CH3:15])[CH2:21][CH2:22][N:23]2[CH2:28][CH2:27][O:26][CH2:25][CH2:24]2)=[O:14])=[CH:6][CH:7]=1, predict the reactants needed to synthesize it.